From a dataset of Full USPTO retrosynthesis dataset with 1.9M reactions from patents (1976-2016). Predict the reactants needed to synthesize the given product. (1) Given the product [F:23][C:18]1[CH:17]=[C:16]([CH:21]=[CH:20][C:19]=1[F:22])[CH2:15][N:11]1[CH:12]=[CH:13][CH:14]=[C:9]([C:7]([NH:6][C@@H:5]([C:25]2[S:26][C:27]([C:30]3[C:38]4[C:33](=[N:34][CH:35]=[CH:36][CH:37]=4)[NH:32][CH:31]=3)=[CH:28][CH:29]=2)[CH2:4][C:3]([OH:48])=[O:2])=[O:8])[C:10]1=[O:24], predict the reactants needed to synthesize it. The reactants are: C[O:2][C:3](=[O:48])[CH2:4][C@H:5]([C:25]1[S:26][C:27]([C:30]2[C:38]3[C:33](=[N:34][CH:35]=[CH:36][CH:37]=3)[N:32](S(C3C=CC=CC=3)(=O)=O)[CH:31]=2)=[CH:28][CH:29]=1)[NH:6][C:7]([C:9]1[C:10](=[O:24])[N:11]([CH2:15][C:16]2[CH:21]=[CH:20][C:19]([F:22])=[C:18]([F:23])[CH:17]=2)[CH:12]=[CH:13][CH:14]=1)=[O:8].C(Cl)Cl. (2) The reactants are: Br[C:2]1[CH:7]=[CH:6][C:5]([CH:8]([CH3:15])[CH2:9][NH:10][S:11]([CH3:14])(=[O:13])=[O:12])=[CH:4][CH:3]=1.[CH3:16][O:17][C:18]1[CH:23]=[CH:22][C:21](B(O)O)=[CH:20][CH:19]=1. Given the product [CH3:16][O:17][C:18]1[CH:23]=[CH:22][C:21]([C:2]2[CH:7]=[CH:6][C:5]([CH:8]([CH3:15])[CH2:9][NH:10][S:11]([CH3:14])(=[O:13])=[O:12])=[CH:4][CH:3]=2)=[CH:20][CH:19]=1, predict the reactants needed to synthesize it. (3) Given the product [Cl:25][C:21]1[CH:22]=[C:23]2[C:18](=[CH:19][C:20]=1[O:26][CH2:27][CH:28]1[CH2:29][C:30]([F:32])([F:33])[CH2:31]1)[NH:17][C:16](=[O:34])[C:15]([CH:13]([NH:12][C:2]1[CH:9]=[CH:8][C:5]([C:6]#[N:7])=[C:4]([CH3:10])[N:3]=1)[CH3:14])=[CH:24]2, predict the reactants needed to synthesize it. The reactants are: F[C:2]1[CH:9]=[CH:8][C:5]([C:6]#[N:7])=[C:4]([CH3:10])[N:3]=1.Cl.[NH2:12][CH:13]([C:15]1[C:16](=[O:34])[NH:17][C:18]2[C:23]([CH:24]=1)=[CH:22][C:21]([Cl:25])=[C:20]([O:26][CH2:27][CH:28]1[CH2:31][C:30]([F:33])([F:32])[CH2:29]1)[CH:19]=2)[CH3:14].CS(C)=O.CCN(C(C)C)C(C)C. (4) Given the product [CH2:14]([N:1]([CH2:24][CH3:26])[C:2]1[S:6][CH:5]=[C:4]([C:7]([O:9][CH3:10])=[O:8])[C:3]=1[CH3:11])[CH3:15], predict the reactants needed to synthesize it. The reactants are: [NH2:1][C:2]1[S:6][CH:5]=[C:4]([C:7]([O:9][CH3:10])=[O:8])[C:3]=1[CH3:11].CN(C)[CH:14]1CCC(=O)C[CH2:15]1.[BH-](OC(C)=O)(OC(C)=O)O[C:24]([CH3:26])=O.[Na+].CC(O)=O.C(=O)C.C([O-])(O)=O.[Na+]. (5) Given the product [C:19]1([C:17]2[CH2:16][O:14][C:9]3[CH:10]=[CH:11][CH:12]=[CH:13][C:8]=3[N:7]=2)[CH:24]=[CH:23][CH:22]=[CH:21][CH:20]=1, predict the reactants needed to synthesize it. The reactants are: C(=O)([O-])[O-].[K+].[K+].[NH2:7][C:8]1[CH:13]=[CH:12][CH:11]=[CH:10][C:9]=1[OH:14].Br[CH2:16][C:17]([C:19]1[CH:24]=[CH:23][CH:22]=[CH:21][CH:20]=1)=O. (6) Given the product [CH3:3][O:2][C:4]1[CH:11]=[CH:10][C:7]([CH2:8][C:13]2[CH:14]=[C:15]([CH3:34])[C:16]([C:20]3[N:21]=[C:22]([NH:25][C:26](=[O:33])[C:27]4[CH:28]=[CH:29][N:30]=[CH:31][CH:32]=4)[S:23][CH:24]=3)=[C:17]([CH3:19])[CH:18]=2)=[CH:6][CH:5]=1, predict the reactants needed to synthesize it. The reactants are: [Br-].[O:2]([C:4]1[CH:11]=[CH:10][C:7]([CH2:8][Zn+])=[CH:6][CH:5]=1)[CH3:3].I[C:13]1[CH:18]=[C:17]([CH3:19])[C:16]([C:20]2[N:21]=[C:22]([NH:25][C:26](=[O:33])[C:27]3[CH:32]=[CH:31][N:30]=[CH:29][CH:28]=3)[S:23][CH:24]=2)=[C:15]([CH3:34])[CH:14]=1.C([O-])(O)=O.[Na+].